From a dataset of Full USPTO retrosynthesis dataset with 1.9M reactions from patents (1976-2016). Predict the reactants needed to synthesize the given product. Given the product [C:23]1([C:33]2[C:41]3[C:36](=[C:37]([O:42][C:7]4[CH:8]=[CH:9][CH:10]=[C:11]5[C:6]=4[CH2:5][CH:4]=[C:3]5[C:13]4[C:22]5[C:17](=[CH:18][CH:19]=[CH:20][CH:21]=5)[CH:16]=[CH:15][CH:14]=4)[CH:38]=[CH:39][CH:40]=3)[CH2:35][CH:34]=2)[C:32]2[C:27](=[CH:28][CH:29]=[CH:30][CH:31]=2)[CH:26]=[CH:25][CH:24]=1, predict the reactants needed to synthesize it. The reactants are: CO[C:3]1([C:13]2[C:22]3[C:17](=[CH:18][CH:19]=[CH:20][CH:21]=3)[CH:16]=[CH:15][CH:14]=2)[C:11]2[C:6](=[C:7](Br)[CH:8]=[CH:9][CH:10]=2)[CH2:5][CH2:4]1.[C:23]1([C:33]2[C:41]3[C:36](=[C:37]([OH:42])[CH:38]=[CH:39][CH:40]=3)[CH2:35][CH:34]=2)[C:32]2[C:27](=[CH:28][CH:29]=[CH:30][CH:31]=2)[CH:26]=[CH:25][CH:24]=1.[O-]P([O-])([O-])=O.[K+].[K+].[K+].C(P(C(C)(C)C)C1C=CC=CC=1C1C=CC=CC=1N(C)C)(C)(C)C.